Dataset: Catalyst prediction with 721,799 reactions and 888 catalyst types from USPTO. Task: Predict which catalyst facilitates the given reaction. (1) Reactant: O[Li:2].O.C[O:5][C:6](=[O:45])[CH2:7][C:8]1[CH:44]=[CH:43][CH:42]=[CH:41][C:9]=1[CH2:10][CH2:11][C:12]1[C:17]([C:18]([F:21])([F:20])[F:19])=[CH:16][N:15]=[C:14]([NH:22][C:23]2[CH:28]=[CH:27][C:26]([CH:29]3[CH2:33][CH2:32][N:31]([C:34]([O:36][C:37]([CH3:40])([CH3:39])[CH3:38])=[O:35])[CH2:30]3)=[CH:25][CH:24]=2)[N:13]=1. Product: [C:37]([O:36][C:34]([N:31]1[CH2:32][CH2:33][CH:29]([C:26]2[CH:25]=[CH:24][C:23]([NH:22][C:14]3[N:13]=[C:12]([CH2:11][CH2:10][C:9]4[CH:41]=[CH:42][CH:43]=[CH:44][C:8]=4[CH2:7][C:6]([O-:45])=[O:5])[C:17]([C:18]([F:20])([F:19])[F:21])=[CH:16][N:15]=3)=[CH:28][CH:27]=2)[CH2:30]1)=[O:35])([CH3:40])([CH3:38])[CH3:39].[Li+:2]. The catalyst class is: 278. (2) Reactant: [Cl:1][C:2]1[CH:7]=[CH:6][C:5]([CH2:8][C:9]2[C:18]3[C:13](=[CH:14][CH:15]=[CH:16][CH:17]=3)[C:12](=[O:19])[N:11]([CH2:20][C@H:21]3[CH2:25][CH2:24][CH2:23][NH:22]3)[N:10]=2)=[CH:4][CH:3]=1.Cl[CH2:27][CH2:28][CH2:29][O:30][C:31]1[CH:45]=[CH:44][C:34]2[CH2:35][CH2:36][N:37]([CH:40]3[CH2:43][CH2:42][CH2:41]3)[CH2:38][CH2:39][C:33]=2[CH:32]=1.[I-].[Na+].CCN(C(C)C)C(C)C.C(Cl)(=O)C. Product: [Cl:1][C:2]1[CH:7]=[CH:6][C:5]([CH2:8][C:9]2[C:18]3[C:13](=[CH:14][CH:15]=[CH:16][CH:17]=3)[C:12](=[O:19])[N:11]([CH2:20][C@H:21]3[CH2:25][CH2:24][CH2:23][N:22]3[CH2:27][CH2:28][CH2:29][O:30][C:31]3[CH:45]=[CH:44][C:34]4[CH2:35][CH2:36][N:37]([CH:40]5[CH2:41][CH2:42][CH2:43]5)[CH2:38][CH2:39][C:33]=4[CH:32]=3)[N:10]=2)=[CH:4][CH:3]=1. The catalyst class is: 3. (3) The catalyst class is: 4. Product: [CH2:26]([S:28]([N:1]1[CH2:7][CH2:6][CH2:5][CH:4]([C:8]2[C:16]3[C:11](=[C:12]([C:23]([NH2:25])=[O:24])[CH:13]=[C:14]([C:17]4[CH:22]=[CH:21][CH:20]=[CH:19][CH:18]=4)[CH:15]=3)[NH:10][CH:9]=2)[CH2:3][CH2:2]1)(=[O:30])=[O:29])[CH3:27]. Reactant: [NH:1]1[CH2:7][CH2:6][CH2:5][CH:4]([C:8]2[C:16]3[C:11](=[C:12]([C:23]([NH2:25])=[O:24])[CH:13]=[C:14]([C:17]4[CH:22]=[CH:21][CH:20]=[CH:19][CH:18]=4)[CH:15]=3)[NH:10][CH:9]=2)[CH2:3][CH2:2]1.[CH2:26]([S:28](Cl)(=[O:30])=[O:29])[CH3:27].C(N(CC)CC)C. (4) Reactant: [H-].[Al+3].[Li+].[H-].[H-].[H-].[O:7]1[CH2:12][CH2:11][CH:10]([CH2:13][C:14](OCC)=[O:15])[CH2:9][CH2:8]1.CCOCC.[OH-].[Na+]. Product: [O:7]1[CH2:12][CH2:11][CH:10]([CH2:13][CH2:14][OH:15])[CH2:9][CH2:8]1. The catalyst class is: 1.